This data is from CYP2D6 inhibition data for predicting drug metabolism from PubChem BioAssay. The task is: Regression/Classification. Given a drug SMILES string, predict its absorption, distribution, metabolism, or excretion properties. Task type varies by dataset: regression for continuous measurements (e.g., permeability, clearance, half-life) or binary classification for categorical outcomes (e.g., BBB penetration, CYP inhibition). Dataset: cyp2d6_veith. (1) The molecule is COc1cccc(C(=O)N2N=C(c3cccc(OC)c3)CC2(O)C(F)(F)F)c1. The result is 0 (non-inhibitor). (2) The molecule is Cn1cc(C(=O)OCC2CCN(CCNS(C)(=O)=O)CC2)c2ccccc21. The result is 0 (non-inhibitor). (3) The drug is CN1CCN(C(=O)c2ccc3c(=O)n4c(nc3c2)CCCCC4)CC1. The result is 0 (non-inhibitor). (4) The molecule is O=c1c(-c2cccs2)nc2cnc(Oc3ccccc3)nc2n1C1CC1. The result is 0 (non-inhibitor). (5) The molecule is c1csc(CNc2nc(-c3ccoc3)nc3ccccc23)c1. The result is 1 (inhibitor). (6) The compound is O=C(c1cnccn1)N1CCC2(CC1)CN(c1ccncc1)C2. The result is 0 (non-inhibitor). (7) The drug is Cc1ccccc1OCC(=O)NC(=S)Nc1ccc(Br)c(C)n1. The result is 0 (non-inhibitor). (8) The compound is COC(=O)[C@@]1(Cc2ccccc2)[C@H]2c3cc(C(=O)N(C)C)n(Cc4ccc(OC)c(OC)c4)c3C[C@H]2CN1C(=O)c1ccccc1. The result is 0 (non-inhibitor). (9) The compound is Cc1ccc(-n2ncc(N(C)C)c(Cl)c2=O)cc1. The result is 0 (non-inhibitor).